Dataset: Forward reaction prediction with 1.9M reactions from USPTO patents (1976-2016). Task: Predict the product of the given reaction. (1) Given the reactants [CH3:1][O:2][C:3](=[O:28])[C@@H:4]([N:23]1[CH:27]=[CH:26][CH:25]=[CH:24]1)[CH2:5][C:6]1[CH:11]=[CH:10][C:9]([C:12]#[C:13][CH2:14][N:15]([CH3:22])[C:16]2[CH:21]=[CH:20][CH:19]=[CH:18][CH:17]=2)=[CH:8][CH:7]=1, predict the reaction product. The product is: [CH3:1][O:2][C:3](=[O:28])[C@@H:4]([N:23]1[CH:27]=[CH:26][CH:25]=[CH:24]1)[CH2:5][C:6]1[CH:7]=[CH:8][C:9]([CH2:12][CH2:13][CH2:14][N:15]([CH3:22])[C:16]2[CH:17]=[CH:18][CH:19]=[CH:20][CH:21]=2)=[CH:10][CH:11]=1. (2) The product is: [CH2:3]([N:10]1[C@@H:15]2[C@H:16]([S:18]([C:21]3[CH:22]=[CH:23][CH:24]=[CH:25][CH:26]=3)(=[O:19])=[O:20])[CH2:17][C@@:11]1([C:28]1[CH:33]=[CH:32][CH:31]=[CH:30][CH:29]=1)[CH:12]([OH:27])[CH:13]=[CH:14]2)[C:4]1[CH:9]=[CH:8][CH:7]=[CH:6][CH:5]=1. Given the reactants [BH4-].[Na+].[CH2:3]([N:10]1[C@@H:15]2[C@H:16]([S:18]([C:21]3[CH:26]=[CH:25][CH:24]=[CH:23][CH:22]=3)(=[O:20])=[O:19])[CH2:17][C@@:11]1([C:28]1[CH:33]=[CH:32][CH:31]=[CH:30][CH:29]=1)[C:12](=[O:27])[CH:13]=[CH:14]2)[C:4]1[CH:9]=[CH:8][CH:7]=[CH:6][CH:5]=1, predict the reaction product. (3) Given the reactants [OH:1][C@H:2]1[CH2:6][CH2:5][C@H:4](/[CH:7]=[CH:8]/[CH2:9][C:10]([CH3:23])([O:16][CH:17]2[CH2:22][CH2:21][CH2:20][CH2:19][O:18]2)[CH2:11][CH2:12][CH2:13][CH2:14][CH3:15])[C@H:3]1[CH2:24][CH2:25][S:26][C:27]1[S:28][CH:29]=[C:30]([C:32]([OH:34])=[O:33])[N:31]=1.[I-].[CH4:36], predict the reaction product. The product is: [OH:1][C@H:2]1[CH2:6][CH2:5][C@H:4](/[CH:7]=[CH:8]/[CH2:9][C:10]([CH3:23])([O:16][CH:17]2[CH2:22][CH2:21][CH2:20][CH2:19][O:18]2)[CH2:11][CH2:12][CH2:13][CH2:14][CH3:15])[C@H:3]1[CH2:24][CH2:25][S:26][C:27]1[S:28][CH:29]=[C:30]([C:32]([O:34][CH3:36])=[O:33])[N:31]=1. (4) The product is: [C:6]([C@@H:4]([C@H:2]([C:1]([OH:10])=[O:9])[OH:3])[OH:5])([OH:8])=[O:7].[F:11][C:12]1[CH:17]=[CH:16][CH:15]=[CH:14][C:13]=1[N:18]1[C:26]2[C:21](=[CH:22][CH:23]=[CH:24][CH:25]=2)[C:20]([O:27][CH:28]2[CH2:33][CH2:32][NH:31][CH2:30][CH2:29]2)=[N:19]1. Given the reactants [C:1]([OH:10])(=[O:9])[C@@H:2]([C@H:4]([C:6]([OH:8])=[O:7])[OH:5])[OH:3].[F:11][C:12]1[CH:17]=[CH:16][CH:15]=[CH:14][C:13]=1[N:18]1[C:26]2[C:21](=[CH:22][CH:23]=[CH:24][CH:25]=2)[C:20]([O:27][CH:28]2[CH2:33][CH2:32][NH:31][CH2:30][CH2:29]2)=[N:19]1.N#N, predict the reaction product. (5) Given the reactants [NH2:1][C:2]1[CH:3]=[C:4]2[C:8](=[CH:9][CH:10]=1)[NH:7][CH:6]=[CH:5]2.[C:11]([O:15][C:16](O[C:16]([O:15][C:11]([CH3:14])([CH3:13])[CH3:12])=[O:17])=[O:17])([CH3:14])([CH3:13])[CH3:12], predict the reaction product. The product is: [C:11]([O:15][C:16](=[O:17])[NH:1][C:2]1[CH:3]=[C:4]2[C:8](=[CH:9][CH:10]=1)[NH:7][CH:6]=[CH:5]2)([CH3:14])([CH3:13])[CH3:12]. (6) Given the reactants [CH2:1]([CH:3]1[O:5][CH2:4]1)[Cl:2].[O:6]([C:13]1[CH:18]=[CH:17][C:16]([OH:19])=[CH:15][CH:14]=1)[C:7]1[CH:12]=[CH:11][CH:10]=[CH:9][CH:8]=1, predict the reaction product. The product is: [O:6]([C:13]1[CH:14]=[CH:15][C:16]([O:19][CH2:4][CH:3]([OH:5])[CH2:1][Cl:2])=[CH:17][CH:18]=1)[C:7]1[CH:12]=[CH:11][CH:10]=[CH:9][CH:8]=1. (7) Given the reactants Cl[C:2]1[N:7]=[CH:6][C:5]([C:8]([C:10]2[CH:15]=[CH:14][C:13]([O:16][CH3:17])=[CH:12][CH:11]=2)=[O:9])=[CH:4][CH:3]=1.[CH3:18][N:19]([CH2:21][C:22]#[CH:23])[CH3:20], predict the reaction product. The product is: [CH3:18][N:19]([CH3:20])[CH2:21][C:22]#[C:23][C:2]1[N:7]=[CH:6][C:5]([C:8]([C:10]2[CH:15]=[CH:14][C:13]([O:16][CH3:17])=[CH:12][CH:11]=2)=[O:9])=[CH:4][CH:3]=1.